Dataset: Full USPTO retrosynthesis dataset with 1.9M reactions from patents (1976-2016). Task: Predict the reactants needed to synthesize the given product. Given the product [C:13]1([C:9](=[O:12])[CH:10]([C:4]2[CH:3]=[C:2]([CH3:1])[CH:7]=[CH:6][CH:5]=2)[CH3:11])[CH:18]=[CH:17][CH:16]=[CH:15][CH:14]=1, predict the reactants needed to synthesize it. The reactants are: [CH3:1][C:2]1[CH:7]=[CH:6][C:5](Cl)=[CH:4][CH:3]=1.[C:9]([C:13]1[CH:18]=[CH:17][CH:16]=[CH:15][CH:14]=1)(=[O:12])[CH2:10][CH3:11].C(O[Na])(C)(C)C.